Dataset: Catalyst prediction with 721,799 reactions and 888 catalyst types from USPTO. Task: Predict which catalyst facilitates the given reaction. (1) The catalyst class is: 4. Reactant: [Cl:1][C:2]1[CH:3]=[CH:4][C:5]2[S:9][C:8](=[O:10])[N:7]([CH2:11][C:12]([OH:14])=O)[C:6]=2[CH:15]=1.Cl.Cl.[NH:18]1[C:22]2[CH:23]=[CH:24][CH:25]=[CH:26][C:21]=2[N:20]=[C:19]1[CH2:27][NH:28][CH3:29].C1C=CC2N(O)N=NC=2C=1.CCN=C=NCCCN(C)C.Cl. Product: [NH:18]1[C:22]2[CH:23]=[CH:24][CH:25]=[CH:26][C:21]=2[N:20]=[C:19]1[CH2:27][N:28]([CH3:29])[C:12](=[O:14])[CH2:11][N:7]1[C:6]2[CH:15]=[C:2]([Cl:1])[CH:3]=[CH:4][C:5]=2[S:9][C:8]1=[O:10]. (2) Reactant: [NH2:1][C@H:2]([C:4]([OH:6])=[O:5])[CH3:3].[CH2:7]([C:9]1[CH:14]=[CH:13][C:12]([S:15]([OH:18])(=[O:17])=[O:16])=[CH:11][CH:10]=1)[CH3:8]. Product: [CH2:7]([C:9]1[CH:10]=[CH:11][C:12]([S:15]([OH:18])(=[O:16])=[O:17])=[CH:13][CH:14]=1)[CH3:8].[CH2:7]([O:5][C:4](=[O:6])[C@H:2]([CH3:3])[NH2:1])[CH3:8]. The catalyst class is: 8.